Dataset: Full USPTO retrosynthesis dataset with 1.9M reactions from patents (1976-2016). Task: Predict the reactants needed to synthesize the given product. (1) Given the product [ClH:64].[ClH:64].[ClH:64].[NH:8]1[CH2:9][CH2:10][CH:11]([N:14]2[CH:18]=[C:17]([C:19]3[CH:24]=[C:23]([C:43]4[N:44]=[CH:45][C:46]5[C:41]([CH:42]=4)=[CH:40][CH:39]=[C:38]([O:37][C:36]([F:35])([F:57])[F:56])[CH:47]=5)[C:22]([NH2:34])=[N:21][CH:20]=3)[CH:16]=[N:15]2)[CH2:12][CH2:13]1, predict the reactants needed to synthesize it. The reactants are: C(OC([N:8]1[CH2:13][CH2:12][CH:11]([N:14]2[CH:18]=[C:17]([C:19]3[CH:20]=[N:21][C:22]([NH2:34])=[C:23](B4OC(C)(C)C(C)(C)O4)[CH:24]=3)[CH:16]=[N:15]2)[CH2:10][CH2:9]1)=O)(C)(C)C.[F:35][C:36]([F:57])([F:56])[O:37][C:38]1[CH:47]=[C:46]2[C:41]([CH:42]=[C:43](OS(C(F)(F)F)(=O)=O)[N:44]=[CH:45]2)=[CH:40][CH:39]=1.C(=O)([O-])[O-].[K+].[K+].[ClH:64]. (2) Given the product [NH2:5][C:4]1[C:3]2[C:2](=[CH:9][C:8]([C:10]3[N:11]=[C:12]([NH:25][CH3:26])[N:13]=[C:14]([N:16]4[C@H:21]([CH3:22])[CH2:20][O:19][C@H:18]([CH2:23][OH:24])[CH2:17]4)[CH:15]=3)=[CH:7][CH:6]=2)[NH:29][N:28]=1, predict the reactants needed to synthesize it. The reactants are: F[C:2]1[CH:9]=[C:8]([C:10]2[CH:15]=[C:14]([N:16]3[C@H:21]([CH3:22])[CH2:20][O:19][C@H:18]([CH2:23][OH:24])[CH2:17]3)[N:13]=[C:12]([NH:25][CH3:26])[N:11]=2)[CH:7]=[CH:6][C:3]=1[C:4]#[N:5].O.[NH2:28][NH2:29]. (3) Given the product [CH3:11][C:1]1[CH:6]=[CH:5][C:4]([S:7](/[CH:10]=[CH:33]/[C:32]2[CH:35]=[CH:36][C:29]([N+:26]([O-:28])=[O:27])=[CH:30][CH:31]=2)(=[O:9])=[O:8])=[CH:3][CH:2]=1, predict the reactants needed to synthesize it. The reactants are: [C:1]1([CH3:11])[CH:6]=[CH:5][C:4]([S:7]([CH3:10])(=[O:9])=[O:8])=[CH:3][CH:2]=1.C([Li])CCC.C(OP(Cl)(OCC)=O)C.[N+:26]([C:29]1[CH:36]=[CH:35][C:32]([CH:33]=O)=[CH:31][CH:30]=1)([O-:28])=[O:27]. (4) Given the product [Cl:1][C:2]1[CH:7]=[C:6]([O:8][CH3:9])[C:5]([O:10][CH2:11][C:12]2[C:17]([O:18][CH3:19])=[CH:16][CH:15]=[C:14]([F:20])[C:13]=2[F:21])=[CH:4][C:3]=1[N:22]1[C:30](=[O:31])[NH:29][C:28]2[C:23]1=[N:24][C:25]([CH2:34][Cl:56])=[N:26][C:27]=2[O:32][CH3:33], predict the reactants needed to synthesize it. The reactants are: [Cl:1][C:2]1[CH:7]=[C:6]([O:8][CH3:9])[C:5]([O:10][CH2:11][C:12]2[C:17]([O:18][CH3:19])=[CH:16][CH:15]=[C:14]([F:20])[C:13]=2[F:21])=[CH:4][C:3]=1[N:22]1[C:30](=[O:31])[NH:29][C:28]2[C:23]1=[N:24][C:25]([CH2:34]O)=[N:26][C:27]=2[O:32][CH3:33].C1(P(C2C=CC=CC=2)C2C=CC=CC=2)C=CC=CC=1.C(Cl)(Cl)(Cl)[Cl:56].[Cl-].[Na+].